This data is from CYP2C19 inhibition data for predicting drug metabolism from PubChem BioAssay. The task is: Regression/Classification. Given a drug SMILES string, predict its absorption, distribution, metabolism, or excretion properties. Task type varies by dataset: regression for continuous measurements (e.g., permeability, clearance, half-life) or binary classification for categorical outcomes (e.g., BBB penetration, CYP inhibition). Dataset: cyp2c19_veith. (1) The compound is O=C(NCCCN1CCc2ccccc2C1)C1CCN(S(=O)(=O)N2CCCC2)CC1. The result is 0 (non-inhibitor). (2) The drug is COc1cccc(NC(=S)N(CCc2nc3cc(C)c(C)cc3[nH]2)Cc2cccnc2)c1. The result is 1 (inhibitor). (3) The drug is CCOc1cc2[nH]c(=O)n(CCCC(=O)NCc3ccc(OC)cc3)c(=O)c2cc1OCC. The result is 0 (non-inhibitor). (4) The molecule is Cc1ccc(/C=C2/NC(=O)N(Cc3ccccc3)C2=O)s1. The result is 1 (inhibitor). (5) The molecule is O=C(NCc1cccnc1)C1COc2ccccc2O1. The result is 1 (inhibitor). (6) The drug is CCCSc1nc(C)cc(C)c1S(=O)(=O)c1ccccc1C. The result is 1 (inhibitor).